Dataset: Forward reaction prediction with 1.9M reactions from USPTO patents (1976-2016). Task: Predict the product of the given reaction. (1) Given the reactants [CH:1]12[CH2:10][CH:5]3[CH2:6][CH:7]([CH2:9][CH:3]([CH2:4]3)[CH:2]1[NH:11][NH:12][C:13]1[CH:18]=[CH:17][C:16]([N+:19]([O-:21])=[O:20])=[CH:15][CH:14]=1)[CH2:8]2.[Br:22][C:23]([CH3:28])([CH3:27])[C:24](Br)=[O:25], predict the reaction product. The product is: [Br:22][C:23]([CH3:28])([CH3:27])[C:24]([N:11]([CH:2]1[CH:3]2[CH2:9][CH:7]3[CH2:6][CH:5]([CH2:10][CH:1]1[CH2:8]3)[CH2:4]2)[NH:12][C:13]1[CH:18]=[CH:17][C:16]([N+:19]([O-:21])=[O:20])=[CH:15][CH:14]=1)=[O:25]. (2) Given the reactants Br[C:2]1[CH:3]=[C:4]2[C:9](=[CH:10][CH:11]=1)[N:8]=[CH:7][C:6]([C:12]([CH:14]1[CH2:16][CH2:15]1)=[O:13])=[C:5]2[NH:17][C:18]1[CH:19]=[N:20][C:21]([N:24]2[CH2:28][CH2:27][CH:26]([NH:29]C(=O)OC(C)(C)C)[CH2:25]2)=[N:22][CH:23]=1.[Cl:37][C:38]1[CH:43]=[C:42](B2OC(C)(C)C(C)(C)O2)[CH:41]=[C:40]([O:53][CH3:54])[C:39]=1[OH:55], predict the reaction product. The product is: [NH2:29][CH:26]1[CH2:27][CH2:28][N:24]([C:21]2[N:22]=[CH:23][C:18]([NH:17][C:5]3[C:4]4[C:9](=[CH:10][CH:11]=[C:2]([C:42]5[CH:41]=[C:40]([O:53][CH3:54])[C:39]([OH:55])=[C:38]([Cl:37])[CH:43]=5)[CH:3]=4)[N:8]=[CH:7][C:6]=3[C:12]([CH:14]3[CH2:15][CH2:16]3)=[O:13])=[CH:19][N:20]=2)[CH2:25]1. (3) Given the reactants [Cl:1][C:2]1[CH:33]=[CH:32][C:5]([CH2:6][O:7][C:8]2[CH:13]=[CH:12][N:11]([C:14]3[CH:15]=[CH:16][C:17]4[N:21]=[C:20]([CH:22]5[CH2:24][CH:23]5[C:25](OC)=[O:26])[N:19]([CH3:29])[C:18]=4[CH:30]=3)[C:10](=[O:31])[CH:9]=2)=[CH:4][CH:3]=1.[BH4-].[Na+].[Cl-].[Cl-].[Ca+2].Cl, predict the reaction product. The product is: [Cl:1][C:2]1[CH:33]=[CH:32][C:5]([CH2:6][O:7][C:8]2[CH:13]=[CH:12][N:11]([C:14]3[CH:15]=[CH:16][C:17]4[N:21]=[C:20]([CH:22]5[CH2:24][CH:23]5[CH2:25][OH:26])[N:19]([CH3:29])[C:18]=4[CH:30]=3)[C:10](=[O:31])[CH:9]=2)=[CH:4][CH:3]=1. (4) Given the reactants C([N:4](CC)C(C)C)(C)C.[CH3:10][C:11](=[N:13][OH:14])C.[F:15][C:16]1[C:21](C#N)=C(F)[C:19]([F:25])=[C:18]([C:26]#[N:27])[C:17]=1[F:28].[Cl-].[NH4+], predict the reaction product. The product is: [NH2:4][C:11]1[C:10]2[C:19]([F:25])=[C:18]([C:26]#[N:27])[C:17]([F:28])=[C:16]([F:15])[C:21]=2[O:14][N:13]=1. (5) Given the reactants Br[C:2]1[C:3]([C:11]2[CH:16]=[CH:15][CH:14]=[CH:13][CH:12]=2)=[N:4][N:5]2[CH:10]=[CH:9][CH:8]=[N:7][C:6]=12.CC1(C)C(C)(C)OB([C:25]2[CH:30]=[CH:29][N:28]=[C:27]([NH:31]C(=O)OC(C)(C)C)[CH:26]=2)O1.C(=O)([O-])[O-].[Na+].[Na+], predict the reaction product. The product is: [C:11]1([C:3]2[C:2]([C:25]3[CH:30]=[CH:29][N:28]=[C:27]([NH2:31])[CH:26]=3)=[C:6]3[N:7]=[CH:8][CH:9]=[CH:10][N:5]3[N:4]=2)[CH:16]=[CH:15][CH:14]=[CH:13][CH:12]=1. (6) Given the reactants Cl.[CH3:2][O:3][C:4]1[CH:5]=[C:6]([CH:16]([NH2:18])[CH3:17])[CH:7]=[N:8][C:9]=1[O:10][CH2:11][C:12]([F:15])([F:14])[F:13].[NH2:19][C:20]1[N:25]=[C:24]([C:26](O)=[O:27])[CH:23]=[CH:22][N:21]=1, predict the reaction product. The product is: [NH2:19][C:20]1[N:25]=[C:24]([C:26]([NH:18][CH:16]([C:6]2[CH:7]=[N:8][C:9]([O:10][CH2:11][C:12]([F:13])([F:14])[F:15])=[C:4]([O:3][CH3:2])[CH:5]=2)[CH3:17])=[O:27])[CH:23]=[CH:22][N:21]=1. (7) Given the reactants [Cl:1][C:2]1[CH:3]=[C:4]([CH:8]([C:22]2([OH:28])[CH2:27][CH2:26][CH2:25][CH2:24][CH2:23]2)[C:9]([N:11]2[CH2:16][CH2:15][CH:14]([N:17]3[CH2:21][CH2:20][CH2:19][CH2:18]3)[CH2:13][CH2:12]2)=O)[CH:5]=[CH:6][CH:7]=1.[ClH:29], predict the reaction product. The product is: [ClH:1].[ClH:29].[Cl:1][C:2]1[CH:3]=[C:4]([CH:8]([C:22]2([OH:28])[CH2:27][CH2:26][CH2:25][CH2:24][CH2:23]2)[CH2:9][N:11]2[CH2:16][CH2:15][CH:14]([N:17]3[CH2:18][CH2:19][CH2:20][CH2:21]3)[CH2:13][CH2:12]2)[CH:5]=[CH:6][CH:7]=1. (8) Given the reactants Cl.[O:2]=[C:3]1[C@@H:8]([NH:9][C:10](=[O:19])[O:11][CH2:12][C:13]2[CH:18]=[CH:17][CH:16]=[CH:15][CH:14]=2)[CH2:7][CH2:6][CH2:5][N:4]1[CH:20]1[CH2:25][CH2:24][NH:23][CH2:22][CH2:21]1.Cl[C:27]1[N:32]=[CH:31][C:30]([CH2:33][CH3:34])=[CH:29][N:28]=1.CCN(C(C)C)C(C)C, predict the reaction product. The product is: [CH2:33]([C:30]1[CH:29]=[N:28][C:27]([N:23]2[CH2:24][CH2:25][CH:20]([N:4]3[CH2:5][CH2:6][CH2:7][C@H:8]([NH:9][C:10](=[O:19])[O:11][CH2:12][C:13]4[CH:18]=[CH:17][CH:16]=[CH:15][CH:14]=4)[C:3]3=[O:2])[CH2:21][CH2:22]2)=[N:32][CH:31]=1)[CH3:34]. (9) Given the reactants [N+:1]([C:4]1[CH:5]=[C:6]([CH:9]=[CH:10][CH:11]=1)[CH:7]=[O:8])([O-:3])=[O:2].[F:12][C:13]([Si](C)(C)C)([F:15])[F:14].[H-].[Na+].I[CH3:23], predict the reaction product. The product is: [N+:1]([C:4]1[CH:11]=[CH:10][CH:9]=[C:6]([CH:7]([O:8][CH3:23])[C:13]([F:15])([F:14])[F:12])[CH:5]=1)([O-:3])=[O:2].